This data is from Catalyst prediction with 721,799 reactions and 888 catalyst types from USPTO. The task is: Predict which catalyst facilitates the given reaction. (1) Product: [OH:55][C:49]([C:51]([F:54])([F:53])[F:52])=[O:50].[OH:55][C:49]([C:51]([F:54])([F:53])[F:52])=[O:50].[Cl:1][C:2]1[CH:7]=[CH:6][C:5]([C:8]2([C:21]3[CH:22]=[CH:23][C:24]([C:27]4[C:28]5[C@H:35]([CH3:36])[CH2:34][C@@H:33]([OH:37])[C:29]=5[N:30]=[CH:31][N:32]=4)=[CH:25][CH:26]=3)[CH2:13][CH2:12][NH:11][CH2:10][CH2:9]2)=[CH:4][CH:3]=1. Reactant: [Cl:1][C:2]1[CH:7]=[CH:6][C:5]([C:8]2([C:21]3[CH:26]=[CH:25][C:24]([C:27]4[C:28]5[C@H:35]([CH3:36])[CH2:34][C@@H:33]([O:37]C(=O)C6C=CC([N+]([O-])=O)=CC=6)[C:29]=5[N:30]=[CH:31][N:32]=4)=[CH:23][CH:22]=3)[CH2:13][CH2:12][N:11](C(OC(C)(C)C)=O)[CH2:10][CH2:9]2)=[CH:4][CH:3]=1.[C:49]([OH:55])([C:51]([F:54])([F:53])[F:52])=[O:50]. The catalyst class is: 2. (2) Reactant: Br[C:2]1[CH:7]=[CH:6][CH:5]=[C:4](C)[C:3]=1[N+:9]([O-:11])=[O:10].[CH2:12]([NH2:15])[CH2:13][CH3:14].[CH3:16]CO. Product: [CH3:16][C:6]1[CH:5]=[CH:4][C:3]([N+:9]([O-:11])=[O:10])=[C:2]([NH:15][CH2:12][CH2:13][CH3:14])[CH:7]=1. The catalyst class is: 6. (3) Reactant: [Cl:1][C:2]1[C:3]([F:17])=[C:4]([C:9]2[CH:14]=[C:13]([O:15]C)[N:12]=[CH:11][N:10]=2)[C:5]([I:8])=[CH:6][CH:7]=1.[Si](I)(C)(C)C.[O-]S([O-])(=S)=O.[Na+].[Na+].C([O-])(O)=O.[Na+]. Product: [Cl:1][C:2]1[C:3]([F:17])=[C:4]([C:9]2[N:10]=[CH:11][N:12]=[C:13]([OH:15])[CH:14]=2)[C:5]([I:8])=[CH:6][CH:7]=1. The catalyst class is: 10. (4) Reactant: [F:1][C:2]1[CH:7]=[CH:6][C:5]([C:8]2[C:9]3[N:10]([N:14]=[C:15]([NH2:17])[N:16]=3)[CH:11]=[CH:12][CH:13]=2)=[CH:4][CH:3]=1.Cl. Product: [F:1][C:2]1[CH:7]=[CH:6][C:5]([CH:8]2[CH2:13][CH2:12][CH2:11][N:10]3[N:14]=[C:15]([NH2:17])[N:16]=[C:9]23)=[CH:4][CH:3]=1. The catalyst class is: 50.